Predict the reaction yield, written as a fraction of the theoretical maximum amount of product (1.0 means a 100% yield; for example, 0.34 means a 34% yield). From a dataset of Reaction yield outcomes from USPTO patents with 853,638 reactions. (1) The reactants are [C:1]([O:5][C:6]([N:8]1[CH2:13][C@H:12](COS(C(F)(F)F)(=O)=O)[N:11](C2C=CC(OCCCOCC3C=CC=CC=3OC)=CC=2)[C:10](=[O:43])[CH2:9]1)=[O:7])([CH3:4])([CH3:3])[CH3:2].C(=O)([O-])[O-].[Cs+].[Cs+]. The catalyst is C(#N)C. The product is [C:1]([O:5][C:6]([N:8]1[CH2:9][C:10](=[O:43])[NH:11][CH2:12][CH2:13]1)=[O:7])([CH3:4])([CH3:2])[CH3:3]. The yield is 0.700. (2) The reactants are [NH2:1][CH2:2][C:3]1[CH:30]=[CH:29][C:6]([CH2:7][N:8]([CH2:19][C:20]2[NH:24][C:23]3[CH:25]=[CH:26][CH:27]=[CH:28][C:22]=3[N:21]=2)[CH:9]2[C:18]3[N:17]=[CH:16][CH:15]=[CH:14][C:13]=3[CH2:12][CH2:11][CH2:10]2)=[CH:5][CH:4]=1.[C:31]1([N:37]=[C:38]=[O:39])[CH:36]=[CH:35][CH:34]=[CH:33][CH:32]=1. The catalyst is C(Cl)Cl. The product is [NH:24]1[C:23]2[CH:25]=[CH:26][CH:27]=[CH:28][C:22]=2[N:21]=[C:20]1[CH2:19][N:8]([CH2:7][C:6]1[CH:5]=[CH:4][C:3]([CH2:2][NH:1][C:38]([NH:37][C:31]2[CH:36]=[CH:35][CH:34]=[CH:33][CH:32]=2)=[O:39])=[CH:30][CH:29]=1)[CH:9]1[C:18]2[N:17]=[CH:16][CH:15]=[CH:14][C:13]=2[CH2:12][CH2:11][CH2:10]1. The yield is 0.720. (3) The reactants are [O:1]=[C:2]1[C:7]([CH2:8][C:9]2[CH:14]=[CH:13][C:12]([C:15]3[C:16]([C:21]#[N:22])=[CH:17][CH:18]=[CH:19][CH:20]=3)=[CH:11][CH:10]=2)=[C:6]([CH2:23][CH2:24][CH3:25])[N:5]2[N:26]=[CH:27][N:28]=[C:4]2[NH:3]1.Br[CH2:30][C:31]1[CH:36]=[CH:35][C:34]([F:37])=[CH:33][CH:32]=1.C(=O)([O-])[O-].[K+].[K+].CN(C)C=O. The catalyst is C(OCC)(=O)C. The product is [F:37][C:34]1[CH:35]=[CH:36][C:31]([CH2:30][N:3]2[C:2](=[O:1])[C:7]([CH2:8][C:9]3[CH:10]=[CH:11][C:12]([C:15]4[C:16]([C:21]#[N:22])=[CH:17][CH:18]=[CH:19][CH:20]=4)=[CH:13][CH:14]=3)=[C:6]([CH2:23][CH2:24][CH3:25])[N:5]3[N:26]=[CH:27][N:28]=[C:4]23)=[CH:32][CH:33]=1. The yield is 0.890. (4) The reactants are [N:1]12[CH2:4][CH:3]1[CH2:2]2.Br.BrC(CBr)CN.[NH:12]1[CH2:17][CH2:16][O:15][CH2:14][CH2:13]1.S(=O)(=O)(O)O.[OH-].[Ca+2].[OH-]. The catalyst is C(O)C.O. The product is [NH:1]1[CH2:4][CH:3]([N:12]2[CH2:17][CH2:16][O:15][CH2:14][CH2:13]2)[CH2:2]1. The yield is 0.330. (5) The reactants are [N:1]1([C:7]2[C:8]3[S:30][CH:29]=[CH:28][C:9]=3[N:10]=[C:11]([C:13]3[CH:18]=[CH:17][CH:16]=[C:15]([O:19][SiH2:20][C:21]([CH3:27])([CH3:26])[C:22]([CH3:25])([CH3:24])[CH3:23])[CH:14]=3)[N:12]=2)[CH2:6][CH2:5][O:4][CH2:3][CH2:2]1.[Li]CCCC.CN(C)[CH:38]=[O:39]. The catalyst is C1COCC1. The product is [N:1]1([C:7]2[C:8]3[S:30][C:29]([CH:38]=[O:39])=[CH:28][C:9]=3[N:10]=[C:11]([C:13]3[CH:18]=[CH:17][CH:16]=[C:15]([O:19][SiH2:20][C:21]([CH3:27])([CH3:26])[C:22]([CH3:24])([CH3:25])[CH3:23])[CH:14]=3)[N:12]=2)[CH2:6][CH2:5][O:4][CH2:3][CH2:2]1. The yield is 0.990. (6) The reactants are [OH:1][C:2]1[CH:7]=[CH:6][C:5]([CH:8]([NH:14][C:15]([C@@H:17]2[CH2:22][CH2:21][CH2:20][N:19]([C:23](=[O:39])[CH2:24][CH2:25][CH:26]3[CH2:31][CH2:30][N:29]([C:32]([O:34][C:35]([CH3:38])([CH3:37])[CH3:36])=[O:33])[CH2:28][CH2:27]3)[CH2:18]2)=[O:16])[CH2:9][C:10]([O:12][CH3:13])=[O:11])=[CH:4][CH:3]=1.C(=O)([O-])[O-].[Cs+].[Cs+].[C:46]1([CH3:69])[CH:51]=[CH:50][C:49]([S:52]([O:55][CH2:56][CH2:57]OS(C2C=CC(C)=CC=2)(=O)=O)(=[O:54])=[O:53])=[CH:48][CH:47]=1. The catalyst is CN(C)C=O. The product is [CH3:13][O:12][C:10](=[O:11])[CH2:9][CH:8]([NH:14][C:15]([C@@H:17]1[CH2:22][CH2:21][CH2:20][N:19]([C:23](=[O:39])[CH2:24][CH2:25][CH:26]2[CH2:31][CH2:30][N:29]([C:32]([O:34][C:35]([CH3:36])([CH3:38])[CH3:37])=[O:33])[CH2:28][CH2:27]2)[CH2:18]1)=[O:16])[C:5]1[CH:6]=[CH:7][C:2]([O:1][CH2:57][CH2:56][O:55][S:52]([C:49]2[CH:50]=[CH:51][C:46]([CH3:69])=[CH:47][CH:48]=2)(=[O:54])=[O:53])=[CH:3][CH:4]=1. The yield is 0.630. (7) The reactants are [F:1][C:2]1[CH:7]=[CH:6][CH:5]=[CH:4][C:3]=1[N:8]1[C:16]2[C:11](=[C:12]([N:17]3[CH2:22][CH2:21][CH2:20][N:19]([CH2:23][C:24](O)=[O:25])[C:18]3=[O:27])[CH:13]=[CH:14][CH:15]=2)[CH:10]=[N:9]1.C(N(C(C)C)C(C)C)C.Cl.[F:38][C@H:39]1[CH2:43][CH2:42][NH:41][CH2:40]1.CN(C(ON1N=NC2C=CC=NC1=2)=[N+](C)C)C.F[P-](F)(F)(F)(F)F. The catalyst is CN(C)C=O. The product is [F:1][C:2]1[CH:7]=[CH:6][CH:5]=[CH:4][C:3]=1[N:8]1[C:16]2[C:11](=[C:12]([N:17]3[CH2:22][CH2:21][CH2:20][N:19]([CH2:23][C:24]([N:41]4[CH2:42][CH2:43][C@H:39]([F:38])[CH2:40]4)=[O:25])[C:18]3=[O:27])[CH:13]=[CH:14][CH:15]=2)[CH:10]=[N:9]1. The yield is 0.730. (8) The reactants are [CH:1]1[C:10]2[C:5](=[CH:6][CH:7]=[CH:8][CH:9]=2)[CH:4]=[CH:3][C:2]=1[C:11]1[CH2:15][CH2:14][C:13](=[O:16])[CH:12]=1.[Cl-].[Cl-].[Cl-].[Ce+3].[BH4-].[Na+]. The catalyst is C(O)C. The product is [CH:1]1[C:10]2[C:5](=[CH:6][CH:7]=[CH:8][CH:9]=2)[CH:4]=[CH:3][C:2]=1[C:11]1[CH2:15][CH2:14][CH:13]([OH:16])[CH:12]=1. The yield is 1.00. (9) The reactants are [C:1]([N:4]1[C:8]2([CH2:13][CH2:12][O:11][CH2:10][CH2:9]2)[CH2:7][CH2:6][CH:5]1[C:14]([O:16]CC)=[O:15])(=[O:3])[CH3:2].O.[OH-].[Li+].Cl. The catalyst is C1COCC1.O.CO. The product is [C:1]([N:4]1[C:8]2([CH2:13][CH2:12][O:11][CH2:10][CH2:9]2)[CH2:7][CH2:6][CH:5]1[C:14]([OH:16])=[O:15])(=[O:3])[CH3:2]. The yield is 0.950. (10) The reactants are [CH:1]([C:3]1[S:7][C:6]([O:8][C:9]2[CH:16]=[CH:15][C:12]([C:13]#[N:14])=[CH:11][CH:10]=2)=[CH:5][CH:4]=1)=O.C(OC)(OC)OC.[CH2:24]([NH2:32])[CH2:25][C:26]1[CH:31]=[CH:30][CH:29]=[CH:28][CH:27]=1.[BH4-].[Na+]. The catalyst is CO. The product is [CH2:24]([NH:32][CH2:1][C:3]1[S:7][C:6]([O:8][C:9]2[CH:16]=[CH:15][C:12]([C:13]#[N:14])=[CH:11][CH:10]=2)=[CH:5][CH:4]=1)[CH2:25][C:26]1[CH:31]=[CH:30][CH:29]=[CH:28][CH:27]=1. The yield is 0.480.